From a dataset of NCI-60 drug combinations with 297,098 pairs across 59 cell lines. Regression. Given two drug SMILES strings and cell line genomic features, predict the synergy score measuring deviation from expected non-interaction effect. (1) Drug 1: CN(CC1=CN=C2C(=N1)C(=NC(=N2)N)N)C3=CC=C(C=C3)C(=O)NC(CCC(=O)O)C(=O)O. Drug 2: COCCOC1=C(C=C2C(=C1)C(=NC=N2)NC3=CC=CC(=C3)C#C)OCCOC.Cl. Cell line: SN12C. Synergy scores: CSS=9.28, Synergy_ZIP=-8.69, Synergy_Bliss=-4.82, Synergy_Loewe=-8.29, Synergy_HSA=-8.13. (2) Drug 1: CC1=C2C(C(=O)C3(C(CC4C(C3C(C(C2(C)C)(CC1OC(=O)C(C(C5=CC=CC=C5)NC(=O)OC(C)(C)C)O)O)OC(=O)C6=CC=CC=C6)(CO4)OC(=O)C)OC)C)OC. Drug 2: CC(C)NC(=O)C1=CC=C(C=C1)CNNC.Cl. Cell line: HCC-2998. Synergy scores: CSS=70.9, Synergy_ZIP=15.7, Synergy_Bliss=13.9, Synergy_Loewe=-24.4, Synergy_HSA=13.3.